Dataset: HIV replication inhibition screening data with 41,000+ compounds from the AIDS Antiviral Screen. Task: Binary Classification. Given a drug SMILES string, predict its activity (active/inactive) in a high-throughput screening assay against a specified biological target. (1) The molecule is O=C(C=Cc1cccc2ccccc12)c1ccccc1[N+](=O)[O-]. The result is 0 (inactive). (2) The result is 0 (inactive). The drug is COC(=O)CCC1=NOC(CC2CC(CCC(=O)OC)=NO2)C1. (3) The drug is COC(c1ccccc1)C(C)N(C)c1ccc2ccccc2c1C1=NC(C)(C)CO1. The result is 0 (inactive).